Dataset: Full USPTO retrosynthesis dataset with 1.9M reactions from patents (1976-2016). Task: Predict the reactants needed to synthesize the given product. Given the product [OH:2][C:3]1[CH:10]=[CH:9][C:6]([CH2:7][NH:8][C:25](=[O:27])[CH2:24][CH2:23][C:15]2[CH:16]=[CH:17][C:18]([O:19][CH3:20])=[C:13]([O:12][CH2:11][C:28]#[CH:29])[CH:14]=2)=[CH:5][CH:4]=1, predict the reactants needed to synthesize it. The reactants are: Cl.[OH:2][C:3]1[CH:10]=[CH:9][C:6]([CH2:7][NH2:8])=[CH:5][CH:4]=1.[CH3:11][O:12][C:13]1[CH:14]=[C:15]([CH2:23][CH2:24][C:25]([OH:27])=O)[CH:16]=[CH:17][C:18]=1[O:19][CH2:20]C#C.[CH3:28][CH2:29]N=C=NCCCN(C)C.N1C=CC=CC=1.